The task is: Predict which catalyst facilitates the given reaction.. This data is from Catalyst prediction with 721,799 reactions and 888 catalyst types from USPTO. (1) The catalyst class is: 10. Product: [Cl:7][C:8]1[CH:9]=[CH:10][C:11]2[N:12]([CH:5]=[C:3]([CH2:2][Cl:1])[N:14]=2)[N:13]=1. Reactant: [Cl:1][CH2:2][C:3]([CH2:5]Cl)=O.[Cl:7][C:8]1[N:13]=[N:12][C:11]([NH2:14])=[CH:10][CH:9]=1. (2) Reactant: Cl[C:2]1[CH:7]=[CH:6][CH:5]=[CH:4][C:3]=1[S:8][CH2:9][CH2:10][C:11]([OH:13])=[O:12].[Cl:14]C1C=C(S)C=CC=1.BrCCC(OCC)=O.[OH-].[K+]. Product: [Cl:14][C:7]1[CH:2]=[C:3]([S:8][CH2:9][CH2:10][C:11]([OH:13])=[O:12])[CH:4]=[CH:5][CH:6]=1. The catalyst class is: 8. (3) Reactant: C(Cl)CCl.C1C=NC2N(O)N=NC=2C=1.[NH2:15][C:16]1[CH:17]=[N:18][CH:19]=[CH:20][C:21]=1[C@@H:22]1[CH2:27][C@H:26]([CH3:28])[C@H:25]([N:29]([CH3:34])[C:30](=[O:33])[O:31][CH3:32])[C@H:24]([NH:35][C:36]([O:38][C:39]([CH3:42])([CH3:41])[CH3:40])=[O:37])[CH2:23]1.[F:43][C:44]1[CH:49]=[CH:48][CH:47]=[C:46]([F:50])[C:45]=1[C:51]1[N:56]=[C:55]([C:57]([OH:59])=[O:58])[CH:54]=[CH:53][C:52]=1[F:60]. Product: [C:39]([O:38][C:36]([NH:35][C@@H:24]1[CH2:23][C@H:22]([C:21]2[CH:20]=[CH:19][N:18]=[CH:17][C:16]=2[NH:15][C:57](=[O:58])[C:55]2[CH:54]=[CH:53][C:52]([F:60])=[C:51]([C:45]3[C:44]([F:43])=[CH:49][CH:48]=[CH:47][C:46]=3[F:50])[N:56]=2)[CH2:27][C@H:26]([CH3:28])[C@@H:25]1[N:29]([CH3:34])[C:30](=[O:33])[O:31][CH3:32])=[O:37])([CH3:41])([CH3:40])[CH3:42].[C:39]([O:38][C:36]([NH:35][C@H:24]1[CH2:23][C@@H:22]([C:21]2[CH:20]=[CH:19][N:18]=[CH:17][C:16]=2[NH:15][C:57](=[O:59])[C:55]2[CH:54]=[CH:53][C:52]([F:60])=[C:51]([C:45]3[C:46]([F:50])=[CH:47][CH:48]=[CH:49][C:44]=3[F:43])[N:56]=2)[CH2:27][C@@H:26]([CH3:28])[C@H:25]1[N:29]([CH3:34])[C:30](=[O:33])[O:31][CH3:32])=[O:37])([CH3:42])([CH3:41])[CH3:40]. The catalyst class is: 18. (4) Reactant: [NH2:1][CH2:2][CH2:3][NH:4][C@@H:5]([C@@H:13]([CH3:16])[CH2:14][CH3:15])[C:6]([O:8][C:9]([CH3:12])([CH3:11])[CH3:10])=[O:7].[C:17](=O)(OC1C=CC([N+]([O-])=O)=CC=1)[O:18]C1C=CC([N+]([O-])=O)=CC=1. Product: [CH3:16][C@@H:13]([CH2:14][CH3:15])[C@H:5]([N:4]1[CH2:3][CH2:2][NH:1][C:17]1=[O:18])[C:6]([O:8][C:9]([CH3:10])([CH3:11])[CH3:12])=[O:7]. The catalyst class is: 26. (5) Reactant: [Si:1]([O:8][C@H:9]1[CH2:13][N:12]([C:14]([O:16][C:17]([CH3:20])([CH3:19])[CH3:18])=[O:15])[C:11](=[O:21])[CH2:10]1)([C:4]([CH3:7])([CH3:6])[CH3:5])([CH3:3])[CH3:2].[F:22][C:23]1[CH:24]=[CH:25][C:26]([O:31][CH3:32])=[C:27]([Mg]Br)[CH:28]=1.[BH4-].[Na+].[NH4+].[Cl-]. Product: [Si:1]([O:8][C@H:9]([CH2:10][CH:11]([C:25]1[CH:24]=[C:23]([F:22])[CH:28]=[CH:27][C:26]=1[O:31][CH3:32])[OH:21])[CH2:13][NH:12][C:14](=[O:15])[O:16][C:17]([CH3:20])([CH3:19])[CH3:18])([C:4]([CH3:7])([CH3:6])[CH3:5])([CH3:3])[CH3:2]. The catalyst class is: 36. (6) Reactant: C(O[C:9]([O:11][C:12]([CH3:15])([CH3:14])[CH3:13])=[O:10])(OC(C)(C)C)=[O:2].[CH2:16]([NH2:28])[CH2:17][CH2:18][CH2:19][CH2:20][CH2:21][CH2:22][CH2:23][CH2:24][CH2:25][CH2:26][NH2:27].C(N(C(C)C)CC)(C)C.ClCCl. Product: [OH-:2].[NH4+:27].[NH2:27][CH2:26][CH2:25][CH2:24][CH2:23][CH2:22][CH2:21][CH2:20][CH2:19][CH2:18][CH2:17][CH2:16][NH:28][C:9](=[O:10])[O:11][C:12]([CH3:13])([CH3:14])[CH3:15]. The catalyst class is: 5.